Dataset: Peptide-MHC class I binding affinity with 185,985 pairs from IEDB/IMGT. Task: Regression. Given a peptide amino acid sequence and an MHC pseudo amino acid sequence, predict their binding affinity value. This is MHC class I binding data. (1) The peptide sequence is YIYIVNMFY. The MHC is HLA-B40:01 with pseudo-sequence HLA-B40:01. The binding affinity (normalized) is 0.200. (2) The peptide sequence is IAARILSEKR. The MHC is HLA-A03:01 with pseudo-sequence HLA-A03:01. The binding affinity (normalized) is 0.177.